This data is from Experimentally validated miRNA-target interactions with 360,000+ pairs, plus equal number of negative samples. The task is: Binary Classification. Given a miRNA mature sequence and a target amino acid sequence, predict their likelihood of interaction. (1) The miRNA is mmu-miR-301b-3p with sequence CAGUGCAAUGGUAUUGUCAAAGC. The protein sequence of the target gene is MTQDRPLLAVQEALKKCFPVVEEQQGLWQSALRDCQPLLSSLSNLAEQLQAAQNLRFEDVPALRAFPDLKERLRRKQLVAGDIVLDKLGERLAILLKVRDMVSSHVERVFQIYEQHADTVGIDAVLQPSAVSPSVADMLEWLQDIERHYRKSYLKRKYLLSSIQWGDLANIQALPKAWDRISKDEHQDLVQDILLNVSFFLEE. Result: 0 (no interaction). (2) The miRNA is mmu-miR-26a-5p with sequence UUCAAGUAAUCCAGGAUAGGCU. The protein sequence of the target gene is MAAPVPRGLSSLYRTLGWWSRQPILVTQSTTVVQVKTKSRFRPPTPEPKYKTEKEFLEYARKAGLVIPQERLERPIHLACTAGIFDPYVPPEGDARMSSLSKEGLTQRTERLRKNAASQLAIRKIREFDANFKTKDFPEKAKDIFIEAHLCLNNSDHDRLHTLVTEHCFPDMVWDLKYKTVRWGFVESLEPAQVVHVRCSGLVNQSNMYGQVTVRLHTRQTLAIYDRFGRLMYGQEDVPKDVLEYVVFERHLMNPYGSWRMHAKIVPAWAPPKQPILKTLMIPGPQLKPWEEYEETQGEA.... Result: 1 (interaction). (3) The miRNA is hsa-miR-194-3p with sequence CCAGUGGGGCUGCUGUUAUCUG. The protein sequence of the target gene is MLAAFISRVLRRVAQKSARRVLVASRNSSNDATFEIKKCDLYLLEEGPPVTTVLTRAEGLKYYRMMLTVRRMELKADQLYKQKFIRGFCHLCDGQEACCVGLEAGINPSDHVITSYRAHGVCYTRGLSVRSILAELTGRRGGCAKGKGGSMHMYTKNFYGGNGIVGAQGPLGAGIALACKYKGNDEICLTLYGDGAANQGQIAEAFNMAALWKLPCVFICENNLYGMGTSTERAAASPDYYKRGNFIPGLKVDGMDVLCVREATKFAANYCRSGKGPILMELQTYRYHGHSMSDPGVSYR.... Result: 0 (no interaction). (4) The miRNA is mmu-miR-5113 with sequence ACAGAGGAGGAGAGAGAUCCUGU. The protein sequence of the target gene is MGLGARGAWAALLLGTLQVLALLGAAHESAAMAASANIENSGLPHNSSANSTETLQHVPSDHTNETSNSTVKPPTSVASDSSNTTVTTMKPTAASNTTTPGMVSTNMTSTTLKSTPKTTSVSQNTSQISTSTMTVTHNSSVTSAASSVTITTTMHSEAKKGSKFDTGSFVGGIVLTLGVLSILYIGCKMYYSRRGIRYRTIDEHDAII. Result: 0 (no interaction). (5) The miRNA is hsa-miR-5579-3p with sequence UUAGCUUAAGGAGUACCAGAUC. The protein sequence of the target gene is MADLEVYKNLSPEKVERCMSVMQSGTQMIKLKRGTKGLVRLFYLDEHRTRLRWRPSRKSEKAKILIDSIYKVTEGRQSEIFHRQAEGNFDPSCCFTIYHGNHMESLDLITSNPEEARTWITGLKYLMAGISDEDSLAKRQRTHDQWVKQTFEEADKNGDGLLNIEEIHQLMHKLNVNLPRRKVRQMFQEADTDENQGTLTFEEFCVFYKMMSLRRDLYLLLLSYSDKKDHLTVEELAQFLKVEQKMSNVTLDYCLDIIMKFEVSEENKVKNVLGIEGFTNFMRSPACDVFNPLHHEVYQD.... Result: 0 (no interaction).